From a dataset of Catalyst prediction with 721,799 reactions and 888 catalyst types from USPTO. Predict which catalyst facilitates the given reaction. Reactant: [C:1]([OH:5])(=[O:4])[CH:2]=[CH2:3].[C:10]1([CH:13]=[CH:12][C:10]([OH:11])=[CH:13][CH:12]=1)[OH:11].C1OC1CO.C1(C)C=CC(S(O)(=O)=O)=CC=1.[C:30](OC)([O:34]C)([O:32][CH3:33])[CH3:31]. Product: [C:1]([O:5][CH2:13][CH:12]1[CH2:10][O:11][C:30]([O:32][CH3:33])([CH3:31])[O:34]1)(=[O:4])[CH:2]=[CH2:3]. The catalyst class is: 66.